Dataset: Reaction yield outcomes from USPTO patents with 853,638 reactions. Task: Predict the reaction yield, written as a fraction of the theoretical maximum amount of product (1.0 means a 100% yield; for example, 0.34 means a 34% yield). The reactants are C([O:3][C:4](=[CH2:24])[C:5]([C:14]1[CH:19]=[CH:18][C:17]([C:20]([F:23])([F:22])[F:21])=[CH:16][CH:15]=1)=[CH:6]/[CH:7]=[CH:8]\[C:9]([O:11][CH2:12][CH3:13])=[O:10])C.Cl.O. The catalyst is C1COCC1. The product is [C:4](/[C:5](/[C:14]1[CH:15]=[CH:16][C:17]([C:20]([F:21])([F:22])[F:23])=[CH:18][CH:19]=1)=[CH:6]\[CH:7]=[CH:8]\[C:9]([O:11][CH2:12][CH3:13])=[O:10])(=[O:3])[CH3:24]. The yield is 0.750.